Dataset: Peptide-MHC class II binding affinity with 134,281 pairs from IEDB. Task: Regression. Given a peptide amino acid sequence and an MHC pseudo amino acid sequence, predict their binding affinity value. This is MHC class II binding data. (1) The peptide sequence is EYLNKIQNSLSTEWS. The MHC is HLA-DPA10201-DPB10101 with pseudo-sequence HLA-DPA10201-DPB10101. The binding affinity (normalized) is 0.724. (2) The peptide sequence is INISGYNLSLSAAVK. The MHC is DRB1_0802 with pseudo-sequence DRB1_0802. The binding affinity (normalized) is 0.199. (3) The binding affinity (normalized) is 0.682. The peptide sequence is ESHMDADLAKPLIKW. The MHC is DRB1_0101 with pseudo-sequence DRB1_0101.